Task: Predict the product of the given reaction.. Dataset: Forward reaction prediction with 1.9M reactions from USPTO patents (1976-2016) Given the reactants [NH2:1][C:2](=[O:39])[C@@H:3]([N:23]1[CH2:26][C:25]2([CH2:30][CH2:29][CH2:28][N:27]2[C:31]([O:33][C:34]([CH3:37])([CH3:36])[CH3:35])=[O:32])[C:24]1=[O:38])[CH2:4][O:5][Si](C(C)(C)C)(C1C=CC=CC=1)C1C=CC=CC=1.CCCC[N+](CCCC)(CCCC)CCCC.[F-], predict the reaction product. The product is: [NH2:1][C:2](=[O:39])[C@@H:3]([N:23]1[CH2:26][C:25]2([CH2:30][CH2:29][CH2:28][N:27]2[C:31]([O:33][C:34]([CH3:35])([CH3:37])[CH3:36])=[O:32])[C:24]1=[O:38])[CH2:4][OH:5].